The task is: Predict the product of the given reaction.. This data is from Forward reaction prediction with 1.9M reactions from USPTO patents (1976-2016). Given the reactants [H-].[Na+].[CH:3]1[C:15]2[NH:14][C:13]3[C:8](=[CH:9][CH:10]=[CH:11][CH:12]=3)[C:7]=2[CH:6]=[CH:5][CH:4]=1.[H][H].Cl.[CH3:19][N:20]([CH3:25])[CH2:21][CH2:22][CH2:23]Cl, predict the reaction product. The product is: [CH3:19][N:20]([CH3:25])[CH2:21][CH2:22][CH2:23][N:14]1[C:13]2[CH:12]=[CH:11][CH:10]=[CH:9][C:8]=2[C:7]2[C:15]1=[CH:3][CH:4]=[CH:5][CH:6]=2.